Dataset: NCI-60 drug combinations with 297,098 pairs across 59 cell lines. Task: Regression. Given two drug SMILES strings and cell line genomic features, predict the synergy score measuring deviation from expected non-interaction effect. (1) Drug 1: CC1=C2C(C(=O)C3(C(CC4C(C3C(C(C2(C)C)(CC1OC(=O)C(C(C5=CC=CC=C5)NC(=O)C6=CC=CC=C6)O)O)OC(=O)C7=CC=CC=C7)(CO4)OC(=O)C)O)C)OC(=O)C. Drug 2: CC1CCC2CC(C(=CC=CC=CC(CC(C(=O)C(C(C(=CC(C(=O)CC(OC(=O)C3CCCCN3C(=O)C(=O)C1(O2)O)C(C)CC4CCC(C(C4)OC)OCCO)C)C)O)OC)C)C)C)OC. Cell line: T-47D. Synergy scores: CSS=37.6, Synergy_ZIP=-5.14, Synergy_Bliss=-3.44, Synergy_Loewe=1.92, Synergy_HSA=2.53. (2) Drug 1: CC12CCC3C(C1CCC2=O)CC(=C)C4=CC(=O)C=CC34C. Drug 2: CN1C2=C(C=C(C=C2)N(CCCl)CCCl)N=C1CCCC(=O)O.Cl. Cell line: CCRF-CEM. Synergy scores: CSS=63.9, Synergy_ZIP=-2.86, Synergy_Bliss=-1.50, Synergy_Loewe=-6.28, Synergy_HSA=-3.39.